From a dataset of Full USPTO retrosynthesis dataset with 1.9M reactions from patents (1976-2016). Predict the reactants needed to synthesize the given product. (1) Given the product [Cl:4][C:5]1[N:10]=[CH:9][C:8]([C:11]([N:2]([CH3:3])[CH3:1])=[O:12])=[CH:7][CH:6]=1, predict the reactants needed to synthesize it. The reactants are: [CH3:1][NH:2][CH3:3].[Cl:4][C:5]1[N:10]=[CH:9][C:8]([C:11](Cl)=[O:12])=[CH:7][CH:6]=1. (2) Given the product [NH2:1][C:4]1[CH:5]=[C:6]([C:13]([N:15]2[CH2:20][CH2:19][O:18][CH2:17][CH2:16]2)=[O:14])[CH:7]=[CH:8][C:9]=1[NH2:10], predict the reactants needed to synthesize it. The reactants are: [N+:1]([C:4]1[CH:5]=[C:6]([C:13]([N:15]2[CH2:20][CH2:19][O:18][CH2:17][CH2:16]2)=[O:14])[CH:7]=[CH:8][C:9]=1[N+:10]([O-])=O)([O-])=O.C(OCC)(=O)C. (3) Given the product [CH2:1]([O:3][C:4](=[O:17])[C:5]([O:8][C:9]1[CH:14]=[CH:13][C:12]([O:15][CH2:31][CH2:30][C:29]#[CH:28])=[CH:11][C:10]=1[CH3:16])([CH3:6])[CH3:7])[CH3:2], predict the reactants needed to synthesize it. The reactants are: [CH2:1]([O:3][C:4](=[O:17])[C:5]([O:8][C:9]1[CH:14]=[CH:13][C:12]([OH:15])=[CH:11][C:10]=1[CH3:16])([CH3:7])[CH3:6])[CH3:2].C([O-])([O-])=O.[Cs+].[Cs+].S(C1C=CC(C)=CC=1)(O[CH2:28][CH2:29][C:30]#[CH:31])(=O)=O. (4) The reactants are: [CH3:1][O:2][C:3]([NH:5][C@H:6]([C:20]([OH:22])=O)[CH:7]([C:14]1[CH:19]=[CH:18][CH:17]=[CH:16][CH:15]=1)[C:8]1[CH:13]=[CH:12][CH:11]=[CH:10][CH:9]=1)=[O:4].CN(C(ON1N=NC2C=CC=NC1=2)=[N+](C)C)C.F[P-](F)(F)(F)(F)F.N1C(C)=CC=CC=1C.[NH2:55][C:56]1[C:61]([CH2:62][CH2:63][C@H:64]2[O:69][CH2:68][C@@H:67]([CH2:70][O:71][Si:72]([C:75]([CH3:78])([CH3:77])[CH3:76])([CH3:74])[CH3:73])[N:66]([C:79]([O:81][C:82]([CH3:85])([CH3:84])[CH3:83])=[O:80])[CH2:65]2)=[CH:60][CH:59]=[CH:58][N:57]=1. Given the product [Si:72]([O:71][CH2:70][C@H:67]1[N:66]([C:79]([O:81][C:82]([CH3:83])([CH3:84])[CH3:85])=[O:80])[CH2:65][C@@H:64]([CH2:63][CH2:62][C:61]2[C:56]([NH:55][C:20](=[O:22])[C@H:6]([CH:7]([C:14]3[CH:19]=[CH:18][CH:17]=[CH:16][CH:15]=3)[C:8]3[CH:13]=[CH:12][CH:11]=[CH:10][CH:9]=3)[NH:5][C:3]([O:2][CH3:1])=[O:4])=[N:57][CH:58]=[CH:59][CH:60]=2)[O:69][CH2:68]1)([C:75]([CH3:76])([CH3:77])[CH3:78])([CH3:73])[CH3:74], predict the reactants needed to synthesize it. (5) Given the product [CH2:25]([O:24][C@@H:23]1[C@@H:22]([O:32][CH2:33][C:34]2[CH:35]=[CH:36][CH:37]=[CH:38][CH:39]=2)[C@H:21]([O:40][CH2:41][C:42]2[CH:47]=[CH:46][CH:45]=[CH:44][CH:43]=2)[C@@H:20]([CH2:48][O:49][CH2:50][C:51]2[CH:56]=[CH:55][CH:54]=[CH:53][CH:52]=2)[O:19][C@H:18]1[C:9]1[CH:10]=[C:11]([CH2:12][OH:13])[CH:16]=[CH:17][C:8]=1[CH3:7])[C:26]1[CH:31]=[CH:30][CH:29]=[CH:28][CH:27]=1, predict the reactants needed to synthesize it. The reactants are: [H-].[Al+3].[Li+].[H-].[H-].[H-].[CH3:7][C:8]1[CH:17]=[CH:16][C:11]([C:12](OC)=[O:13])=[CH:10][C:9]=1[C@H:18]1[C@H:23]([O:24][CH2:25][C:26]2[CH:31]=[CH:30][CH:29]=[CH:28][CH:27]=2)[C@@H:22]([O:32][CH2:33][C:34]2[CH:39]=[CH:38][CH:37]=[CH:36][CH:35]=2)[C@H:21]([O:40][CH2:41][C:42]2[CH:47]=[CH:46][CH:45]=[CH:44][CH:43]=2)[C@@H:20]([CH2:48][O:49][CH2:50][C:51]2[CH:56]=[CH:55][CH:54]=[CH:53][CH:52]=2)[O:19]1.O.